This data is from Full USPTO retrosynthesis dataset with 1.9M reactions from patents (1976-2016). The task is: Predict the reactants needed to synthesize the given product. (1) Given the product [Cl:20][C:21]1[CH:22]=[C:23]([CH:27]([NH:30][C:2]2[N:19]=[C:5]3[C:6]([O:17][CH3:18])=[CH:7][C:8]([C:10]([O:12][C:13]([CH3:16])([CH3:15])[CH3:14])=[O:11])=[CH:9][N:4]3[N:3]=2)[CH2:28][F:29])[CH:24]=[CH:25][CH:26]=1, predict the reactants needed to synthesize it. The reactants are: Br[C:2]1[N:19]=[C:5]2[C:6]([O:17][CH3:18])=[CH:7][C:8]([C:10]([O:12][C:13]([CH3:16])([CH3:15])[CH3:14])=[O:11])=[CH:9][N:4]2[N:3]=1.[Cl:20][C:21]1[CH:22]=[C:23]([CH:27]([NH2:30])[CH2:28][F:29])[CH:24]=[CH:25][CH:26]=1.CC(C)([O-])C.[Na+].CC(C1C=C(C(C)C)C(C2C(P(C3CCCCC3)C3CCCCC3)=C(OC)C=CC=2OC)=C(C(C)C)C=1)C. (2) Given the product [F:26][C:27]([F:40])([F:41])[O:28][C:29]1[CH:30]=[CH:31][C:32](/[CH:35]=[CH:36]/[C:37]([N:9]2[CH2:8][CH2:7][C@H:6]3[CH2:2][N:3]([C:12]([O:14][C:15]([CH3:18])([CH3:17])[CH3:16])=[O:13])[CH2:4][C@H:5]3[CH2:11][CH2:10]2)=[O:38])=[CH:33][CH:34]=1, predict the reactants needed to synthesize it. The reactants are: Cl.[CH2:2]1[C@H:6]2[CH2:7][CH2:8][NH:9][CH2:10][CH2:11][C@H:5]2[CH2:4][N:3]1[C:12]([O:14][C:15]([CH3:18])([CH3:17])[CH3:16])=[O:13].CN1CCOCC1.[F:26][C:27]([F:41])([F:40])[O:28][C:29]1[CH:34]=[CH:33][C:32](/[CH:35]=[CH:36]/[C:37](O)=[O:38])=[CH:31][CH:30]=1.F[P-](F)(F)(F)(F)F.N1(OC(N(C)C)=[N+](C)C)C2N=CC=CC=2N=N1. (3) Given the product [Cl:17][C:18]1[CH:50]=[CH:49][CH:48]=[CH:47][C:19]=1[CH2:20][C:21]1[C:22]([N:33]2[CH2:38][CH2:37][CH2:36][C@@H:35]([NH:39][C:40](=[O:46])[O:41][C:42]([CH3:44])([CH3:45])[CH3:43])[CH2:34]2)=[N:23][N:24]2[CH:29]=[C:28]([CH2:30][CH3:31])[N:27]([CH2:1][C:2](=[O:3])[C:4]3[CH:9]=[CH:8][CH:7]=[CH:6][CH:5]=3)[C:26](=[O:32])[C:25]=12, predict the reactants needed to synthesize it. The reactants are: [CH2:1](Br)[C:2]([C:4]1[CH:9]=[CH:8][CH:7]=[CH:6][CH:5]=1)=[O:3].C(=O)([O-])[O-].[K+].[K+].[Cl:17][C:18]1[CH:50]=[CH:49][CH:48]=[CH:47][C:19]=1[CH2:20][C:21]1[C:22]([N:33]2[CH2:38][CH2:37][CH2:36][C@@H:35]([NH:39][C:40](=[O:46])[O:41][C:42]([CH3:45])([CH3:44])[CH3:43])[CH2:34]2)=[N:23][N:24]2[CH:29]=[C:28]([CH2:30][CH3:31])[NH:27][C:26](=[O:32])[C:25]=12.O. (4) Given the product [NH2:1][C:2]1[N:3]=[C:4]([O:27][CH3:26])[C:5]2[CH:10]=[CH:9][N:8]([C@@H:11]3[O:17][C@H:16]([CH2:18][OH:19])[C@H:14]4[O:15][C@@H:12]34)[C:6]=2[N:7]=1, predict the reactants needed to synthesize it. The reactants are: [NH2:1][C:2]1[N:3]=[C:4](Cl)[C:5]2[CH:10]=[CH:9][N:8]([C@@H:11]3[O:17][C@H:16]([CH2:18][OH:19])[C@@H:14]([OH:15])[C@H:12]3O)[C:6]=2[N:7]=1.O.CC#N.C[C:26](OC(C(Br)=O)(C)C)=[O:27].C([O-])(O)=O.[Na+].